From a dataset of Catalyst prediction with 721,799 reactions and 888 catalyst types from USPTO. Predict which catalyst facilitates the given reaction. (1) Reactant: [NH2:1][C:2]1[CH:7]=[CH:6][C:5]([N:8]2[CH2:13][CH2:12][N:11]([CH:14]([C:20]3[CH:25]=[CH:24][CH:23]=[CH:22][CH:21]=3)[C:15]([NH:17][CH2:18][CH3:19])=[O:16])[CH2:10][CH2:9]2)=[C:4]([F:26])[CH:3]=1.Cl.[CH2:28]([N:30]([CH2:36][CH3:37])[CH2:31][CH2:32][C:33](O)=[O:34])[CH3:29].C1CN([P+](Br)(N2CCCC2)N2CCCC2)CC1.F[P-](F)(F)(F)(F)F.CCN(C(C)C)C(C)C. Product: [CH2:28]([N:30]([CH2:36][CH3:37])[CH2:31][CH2:32][C:33]([NH:1][C:2]1[CH:7]=[CH:6][C:5]([N:8]2[CH2:13][CH2:12][N:11]([CH:14]([C:15](=[O:16])[NH:17][CH2:18][CH3:19])[C:20]3[CH:21]=[CH:22][CH:23]=[CH:24][CH:25]=3)[CH2:10][CH2:9]2)=[C:4]([F:26])[CH:3]=1)=[O:34])[CH3:29]. The catalyst class is: 2. (2) Reactant: [CH3:1][O:2][C:3]([NH:5][C@@H:6]([CH:54]1[CH2:59][CH2:58][O:57][CH2:56][CH2:55]1)[C:7]([N:9]1[CH2:13][CH2:12][CH2:11][C@H:10]1[C:14]1[NH:18][C:17]2[C:19]3[C:24]([CH2:25][CH2:26][C:16]=2[N:15]=1)=[CH:23][C:22]([C:27]1[CH:28]=[C:29]2[C:34](=[CH:35][CH:36]=1)[CH:33]=[C:32]([C:37]1[NH:41][C:40]([C@@H:42]4[CH2:46][CH2:45][CH2:44][N:43]4C(OC(C)(C)C)=O)=[N:39][CH:38]=1)[CH:31]=[CH:30]2)=[CH:21][CH:20]=3)=[O:8])=[O:4].Cl.[CH3:61][O:62][C:63]([NH:65][C@H:66]([C:70]1[CH:75]=[CH:74][CH:73]=[CH:72][CH:71]=1)[C:67]([OH:69])=O)=[O:64].CCOC(C(C#N)=NOC(N1CCOCC1)=[N+](C)C)=O.F[P-](F)(F)(F)(F)F.CCN(C(C)C)C(C)C. Product: [CH3:61][O:62][C:63]([NH:65][C@H:66]([C:70]1[CH:75]=[CH:74][CH:73]=[CH:72][CH:71]=1)[C:67]([N:43]1[CH2:44][CH2:45][CH2:46][C@H:42]1[C:40]1[NH:41][C:37]([C:32]2[CH:33]=[C:34]3[C:29](=[CH:30][CH:31]=2)[CH:28]=[C:27]([C:22]2[CH:23]=[C:24]4[C:19](=[CH:20][CH:21]=2)[C:17]2[NH:18][C:14]([C@@H:10]5[CH2:11][CH2:12][CH2:13][N:9]5[C:7](=[O:8])[C@@H:6]([NH:5][C:3](=[O:4])[O:2][CH3:1])[CH:54]5[CH2:55][CH2:56][O:57][CH2:58][CH2:59]5)=[N:15][C:16]=2[CH2:26][CH2:25]4)[CH:36]=[CH:35]3)=[CH:38][N:39]=1)=[O:69])=[O:64]. The catalyst class is: 59.